The task is: Predict the reactants needed to synthesize the given product.. This data is from Retrosynthesis with 50K atom-mapped reactions and 10 reaction types from USPTO. (1) Given the product COC(=O)c1sc(-n2cnc3cc(Br)ccc32)cc1OCc1ccccc1C(F)(F)F, predict the reactants needed to synthesize it. The reactants are: COC(=O)c1sc(-n2cnc3ccc(Br)cc32)cc1O.FC(F)(F)c1ccccc1CBr. (2) Given the product COc1cccc(C#C[C@H]2CC[C@H]3CN(c4nccnc4C#N)CCN32)n1, predict the reactants needed to synthesize it. The reactants are: C#C[C@H]1CC[C@H]2CN(c3nccnc3C#N)CCN21.COc1cccc(I)n1. (3) Given the product CN1CC(c2cnc(N)c(-c3ccc(C(=O)N[C@H](CO)c4cccc(Cl)c4)c(F)c3)c2)CCC1=O, predict the reactants needed to synthesize it. The reactants are: CN1CC(c2cnc(N)c(Br)c2)CCC1=O.O=C(N[C@H](CO)c1cccc(Cl)c1)c1ccc(B(O)O)cc1F. (4) Given the product C[C@@]1(C(F)(F)F)Cn2c(nc(N3CCOCC3)cc2=O)N1CCSc1ccccc1, predict the reactants needed to synthesize it. The reactants are: BrCCSc1ccccc1.C[C@@]1(C(F)(F)F)Cn2c(nc(N3CCOCC3)cc2=O)N1. (5) Given the product Clc1ccc2c(c1)[C@H]1CN(Cc3ccccc3)C[C@@H]1c1ccccc1O2, predict the reactants needed to synthesize it. The reactants are: Oc1ccc(Cl)cc1[C@@H]1CN(Cc2ccccc2)C[C@H]1c1ccccc1Br.